This data is from Reaction yield outcomes from USPTO patents with 853,638 reactions. The task is: Predict the reaction yield, written as a fraction of the theoretical maximum amount of product (1.0 means a 100% yield; for example, 0.34 means a 34% yield). (1) The reactants are [Cl:1][C:2]1[N:7]=[CH:6][C:5]([S:8][C:9]2[N:13]([C:14]3[CH:19]=[CH:18][CH:17]=[C:16]([CH3:20])[C:15]=3[F:21])[N:12]=[C:11]([C:22](OCC)=[O:23])[CH:10]=2)=[CH:4][CH:3]=1.[CH3:27][NH2:28].CO. The catalyst is CO. The product is [Cl:1][C:2]1[N:7]=[CH:6][C:5]([S:8][C:9]2[N:13]([C:14]3[CH:19]=[CH:18][CH:17]=[C:16]([CH3:20])[C:15]=3[F:21])[N:12]=[C:11]([C:22]([NH:28][CH3:27])=[O:23])[CH:10]=2)=[CH:4][CH:3]=1. The yield is 0.900. (2) The reactants are [CH3:1][C:2]1[C:6]([CH:7]=O)=[C:5]([CH3:9])[N:4]([S:10]([C:13]2[CH:18]=[CH:17][C:16]([CH3:19])=[CH:15][CH:14]=2)(=[O:12])=[O:11])[N:3]=1.Cl.[NH2:21][CH2:22][CH:23]([C:30]1[CH:35]=[C:34]([F:36])[CH:33]=[C:32]([F:37])[C:31]=1[F:38])[CH2:24][C:25](OCC)=[O:26].FC1C(F)=CC(F)=CC=1C=CC(OCC)=O.C(N(CC)CC)C.[BH-](OC(C)=O)(OC(C)=O)OC(C)=O.[Na+]. The catalyst is C(Cl)Cl.[N+](C)([O-])=O. The product is [CH3:1][C:2]1[C:6]([CH2:7][N:21]2[CH2:22][CH:23]([C:30]3[CH:35]=[C:34]([F:36])[CH:33]=[C:32]([F:37])[C:31]=3[F:38])[CH2:24][C:25]2=[O:26])=[C:5]([CH3:9])[N:4]([S:10]([C:13]2[CH:18]=[CH:17][C:16]([CH3:19])=[CH:15][CH:14]=2)(=[O:12])=[O:11])[N:3]=1. The yield is 0.550. (3) The yield is 0.0400. The reactants are C[O:2][C:3](=[O:24])[C:4]1[CH:9]=[C:8]([C:10]2[S:11][CH:12]=[C:13]([C:15]3[CH:20]=[CH:19][C:18]([Cl:21])=[C:17]([Cl:22])[CH:16]=3)[N:14]=2)[CH:7]=[CH:6][C:5]=1Br.[Cl:25][C:26]1[CH:31]=[CH:30][C:29]([C:32]([F:35])([F:34])[F:33])=[CH:28][C:27]=1B(O)O. No catalyst specified. The product is [Cl:25][C:26]1[CH:27]=[CH:28][C:29]([C:32]([F:33])([F:34])[F:35])=[CH:30][C:31]=1[C:5]1[C:4]([C:3]([OH:2])=[O:24])=[CH:9][C:8]([C:10]2[S:11][CH:12]=[C:13]([C:15]3[CH:20]=[CH:19][C:18]([Cl:21])=[C:17]([Cl:22])[CH:16]=3)[N:14]=2)=[CH:7][CH:6]=1.